This data is from Catalyst prediction with 721,799 reactions and 888 catalyst types from USPTO. The task is: Predict which catalyst facilitates the given reaction. (1) Reactant: C(Cl)CCl.[NH2:5][C:6]1[N:11]=[CH:10][C:9](/[CH:12]=[CH:13]/[C:14]([OH:16])=O)=[CH:8][CH:7]=1.[CH3:17][N:18]1[C:22]([CH2:23][NH:24][CH3:25])=[CH:21][C:20]2[CH:26]=[CH:27][S:28][C:19]1=2.C1C=CC2N(O)N=NC=2C=1.CCN(CC)CC. Product: [NH2:5][C:6]1[N:11]=[CH:10][C:9](/[CH:12]=[CH:13]/[C:14]([N:24]([CH3:25])[CH2:23][C:22]2[N:18]([CH3:17])[C:19]3[S:28][CH:27]=[CH:26][C:20]=3[CH:21]=2)=[O:16])=[CH:8][CH:7]=1. The catalyst class is: 18. (2) Reactant: [F:1][C:2]1[CH:7]=[CH:6][C:5]([N:8]2[C:11](=[O:12])[C@H:10]([S:13][CH2:14][C:15]([C:17]3[CH:22]=[CH:21][C:20]([F:23])=[CH:19][CH:18]=3)=[O:16])[C@H:9]2[C:24]2[CH:38]=[CH:37][C:27]([O:28][CH2:29][C:30]([NH:32][CH2:33][C:34](O)=[O:35])=[O:31])=[CH:26][CH:25]=2)=[CH:4][CH:3]=1.CN1CCOCC1.CN(C(ON1N=NC2C=CC=CC1=2)=[N+](C)C)C.[B-](F)(F)(F)F.C(OC([NH:75][C@@H:76]([C:82]([OH:84])=[O:83])[CH2:77][CH2:78][CH2:79][CH2:80][NH2:81])=O)(C)(C)C. Product: [F:1][C:2]1[CH:3]=[CH:4][C:5]([N:8]2[C:11](=[O:12])[C@H:10]([S:13][CH2:14][CH:15]([C:17]3[CH:18]=[CH:19][C:20]([F:23])=[CH:21][CH:22]=3)[OH:16])[C@H:9]2[C:24]2[CH:25]=[CH:26][C:27]([O:28][CH2:29][C:30]([NH:32][CH2:33][C:34]([NH:81][CH2:80][CH2:79][CH2:78][CH2:77][C@H:76]([C:82]([OH:84])=[O:83])[NH2:75])=[O:35])=[O:31])=[CH:37][CH:38]=2)=[CH:6][CH:7]=1. The catalyst class is: 2.